Dataset: Reaction yield outcomes from USPTO patents with 853,638 reactions. Task: Predict the reaction yield, written as a fraction of the theoretical maximum amount of product (1.0 means a 100% yield; for example, 0.34 means a 34% yield). (1) The reactants are [Cl:1][C:2]1[CH:7]=[CH:6][C:5]([F:8])=[CH:4][C:3]=1[C@H:9]1[CH2:13][CH2:12][CH2:11][N:10]1[C:14]1[CH:19]=[CH:18][N:17]2[N:20]=[CH:21][C:22]([NH2:23])=[C:16]2[N:15]=1.[C:24]([O:28][C:29]([N:31]1[CH2:34][CH:33]([C:35](O)=[O:36])[CH2:32]1)=[O:30])([CH3:27])([CH3:26])[CH3:25].CN(C(ON1N=NC2C=CC=NC1=2)=[N+](C)C)C.F[P-](F)(F)(F)(F)F.CCN(C(C)C)C(C)C. The catalyst is C(#N)C. The product is [Cl:1][C:2]1[CH:7]=[CH:6][C:5]([F:8])=[CH:4][C:3]=1[C@H:9]1[CH2:13][CH2:12][CH2:11][N:10]1[C:14]1[CH:19]=[CH:18][N:17]2[N:20]=[CH:21][C:22]([NH:23][C:35]([CH:33]3[CH2:34][N:31]([C:29]([O:28][C:24]([CH3:27])([CH3:26])[CH3:25])=[O:30])[CH2:32]3)=[O:36])=[C:16]2[N:15]=1. The yield is 0.610. (2) The reactants are C(O[C:4](=O)[O:5][C:6]1[C:15]2[C:16](=[O:29])[N:17]([CH2:20][CH2:21][C:22]3[CH:27]=[CH:26][C:25]([F:28])=[CH:24][CH:23]=3)[C:18](=[O:19])[C:14]=2[C:13]([O:30][CH:31]([C:38]2[CH:43]=[CH:42][CH:41]=[CH:40][CH:39]=2)[C:32]2[CH:37]=[CH:36][CH:35]=[CH:34][CH:33]=2)=[C:12]2[C:7]=1[CH:8]=[CH:9][CH:10]=[N:11]2)C.O.C(=O)([O-])[O-].[K+].[K+].IC. The catalyst is O1CCCC1.C(OCC)(=O)C. The product is [CH:31]([O:30][C:13]1[C:14]2[C:18](=[O:19])[N:17]([CH2:20][CH2:21][C:22]3[CH:23]=[CH:24][C:25]([F:28])=[CH:26][CH:27]=3)[C:16](=[O:29])[C:15]=2[C:6]([O:5][CH3:4])=[C:7]2[C:12]=1[N:11]=[CH:10][CH:9]=[CH:8]2)([C:32]1[CH:37]=[CH:36][CH:35]=[CH:34][CH:33]=1)[C:38]1[CH:43]=[CH:42][CH:41]=[CH:40][CH:39]=1. The yield is 1.00. (3) The reactants are [CH3:1][N:2]1[C:6]([CH:7]=O)=[CH:5][N:4]=[CH:3]1.[NH:9]1[CH:13]=[CH:12][CH:11]=[CH:10]1. The catalyst is C(O)(=O)CC. The product is [CH3:1][N:2]1[C:6]([C:7]2[C:13]3[NH:9][C:10]([C:7]([C:6]4[N:2]([CH3:1])[CH:3]=[N:4][CH:5]=4)=[C:10]4[N:9]=[C:13]([C:7]([C:6]5[N:2]([CH3:1])[CH:3]=[N:4][CH:5]=5)=[C:10]5[NH:9][C:13](=[C:7]([C:6]6[N:2]([CH3:1])[CH:3]=[N:4][CH:5]=6)[C:10]6[CH:11]=[CH:12][C:13]=2[N:9]=6)[CH:12]=[CH:11]5)[CH:12]=[CH:11]4)=[CH:11][CH:12]=3)=[CH:5][N:4]=[CH:3]1. The yield is 0.210. (4) The reactants are CO[C:3]([C:5]1[O:9][N:8]=[C:7]([O:10][CH2:11][C:12]2[C:13]([C:18]3[CH:23]=[CH:22][CH:21]=[CH:20][N:19]=3)=[N:14][O:15][C:16]=2[CH3:17])[CH:6]=1)=[O:4].[NH2:24][N:25]1[CH2:30][CH2:29][O:28][CH2:27][CH2:26]1. No catalyst specified. The product is [N:25]1([NH:24][C:3]([C:5]2[O:9][N:8]=[C:7]([O:10][CH2:11][C:12]3[C:13]([C:18]4[CH:23]=[CH:22][CH:21]=[CH:20][N:19]=4)=[N:14][O:15][C:16]=3[CH3:17])[CH:6]=2)=[O:4])[CH2:30][CH2:29][O:28][CH2:27][CH2:26]1. The yield is 0.710. (5) The reactants are [CH3:1][O:2][C:3](=[O:23])[NH:4][CH:5]([C:9]([N:11]1[CH2:15][CH2:14][CH2:13][CH:12]1[C:16]1[NH:17][C:18]([C:21]#[CH:22])=[CH:19][N:20]=1)=[O:10])[CH:6]([CH3:8])[CH3:7].[Br:24][C:25]1[CH:30]=[CH:29][C:28](Br)=[CH:27][CH:26]=1.C(N(CC)CC)C. The catalyst is CN(C=O)C.C1C=CC([P]([Pd]([P](C2C=CC=CC=2)(C2C=CC=CC=2)C2C=CC=CC=2)([P](C2C=CC=CC=2)(C2C=CC=CC=2)C2C=CC=CC=2)[P](C2C=CC=CC=2)(C2C=CC=CC=2)C2C=CC=CC=2)(C2C=CC=CC=2)C2C=CC=CC=2)=CC=1.[Cu]I. The product is [CH3:1][O:2][C:3](=[O:23])[NH:4][CH:5]([C:9]([N:11]1[CH2:15][CH2:14][CH2:13][CH:12]1[C:16]1[NH:17][C:18]([C:21]#[C:22][C:28]2[CH:29]=[CH:30][C:25]([Br:24])=[CH:26][CH:27]=2)=[CH:19][N:20]=1)=[O:10])[CH:6]([CH3:8])[CH3:7]. The yield is 0.510. (6) The reactants are [Cl:1][C:2]1[CH:3]=[C:4]([CH:6]=[CH:7][C:8]=1[O:9][C:10]1[C:19]2[C:14](=[CH:15][C:16]([O:22][CH3:23])=[C:17]([O:20][CH3:21])[CH:18]=2)[N:13]=[CH:12][CH:11]=1)[NH2:5].C(N(CC)CC)C.ClC(Cl)(O[C:35](=[O:41])OC(Cl)(Cl)Cl)Cl.[CH2:43]([N:50]1[CH2:55][CH2:54][CH:53]([NH2:56])[CH2:52][CH2:51]1)[C:44]1[CH:49]=[CH:48][CH:47]=[CH:46][CH:45]=1. The catalyst is C(Cl)(Cl)Cl.O. The product is [CH2:43]([N:50]1[CH2:55][CH2:54][CH:53]([NH:56][C:35]([NH:5][C:4]2[CH:6]=[CH:7][C:8]([O:9][C:10]3[C:19]4[C:14](=[CH:15][C:16]([O:22][CH3:23])=[C:17]([O:20][CH3:21])[CH:18]=4)[N:13]=[CH:12][CH:11]=3)=[C:2]([Cl:1])[CH:3]=2)=[O:41])[CH2:52][CH2:51]1)[C:44]1[CH:45]=[CH:46][CH:47]=[CH:48][CH:49]=1. The yield is 0.680. (7) The reactants are I(C1C=CC=CC=1C(O)=O)(=O)=O.[CH2:13]([N:20]1[C:24](=[O:25])[CH2:23][CH2:22][C@@H:21]1[C:26]([NH:28][CH:29]([CH:37]([OH:44])[C:38]([NH:40][O:41][CH2:42][CH3:43])=[O:39])[CH2:30][C:31]1[CH:36]=[CH:35][CH:34]=[CH:33][CH:32]=1)=[O:27])[C:14]1[CH:19]=[CH:18][CH:17]=[CH:16][CH:15]=1.C([O-])(O)=O.[Na+]. The catalyst is CS(C)=O.O.ClCCl. The product is [CH2:13]([N:20]1[C:24](=[O:25])[CH2:23][CH2:22][C@@H:21]1[C:26]([NH:28][CH:29]([C:37](=[O:44])[C:38]([NH:40][O:41][CH2:42][CH3:43])=[O:39])[CH2:30][C:31]1[CH:36]=[CH:35][CH:34]=[CH:33][CH:32]=1)=[O:27])[C:14]1[CH:15]=[CH:16][CH:17]=[CH:18][CH:19]=1. The yield is 0.0302. (8) The reactants are [NH2:1][CH2:2][C:3]1[CH:8]=[CH:7][C:6]([C:9]([NH:11][C:12]2[CH:17]=[CH:16][CH:15]=[CH:14][C:13]=2[C:18](=[O:27])[NH:19][C:20]2[CH:25]=[CH:24][C:23]([Cl:26])=[CH:22][N:21]=2)=[O:10])=[CH:5][CH:4]=1.[CH3:28][N:29]1[CH2:33][CH2:32][N:31]=[C:30]1SC.CCN(CC)CC. The catalyst is N1C=CC=CC=1. The product is [Cl:26][C:23]1[CH:24]=[CH:25][C:20]([NH:19][C:18]([C:13]2[CH:14]=[CH:15][CH:16]=[CH:17][C:12]=2[NH:11][C:9]([C:6]2[CH:5]=[CH:4][C:3]([CH2:2][NH:1][C:30]3[N:29]([CH3:28])[CH2:33][CH2:32][N:31]=3)=[CH:8][CH:7]=2)=[O:10])=[O:27])=[N:21][CH:22]=1. The yield is 0.650. (9) The reactants are [C:1](Cl)(=[O:17])[O:2][CH2:3][C:4]1[CH:9]=[C:8]([O:10][CH3:11])[C:7]([O:12][CH3:13])=[CH:6][C:5]=1[N+:14]([O-:16])=[O:15].[NH2:19][C@@H:20]([CH2:24][S:25][S:26][C:27]([CH3:30])([CH3:29])[CH3:28])[C:21]([OH:23])=[O:22].C(=O)([O-])[O-].[Na+].[Na+].Cl.Br[CH2:39][C:40]#[N:41].C(N(C(C)C)C(C)C)C.[Cl-].[NH4+]. The catalyst is O1CCOCC1.O.CN(C=O)C. The product is [C:27]([S:26][S:25][CH2:24][C@H:20]([NH:19][C:1]([O:2][CH2:3][C:4]1[CH:9]=[C:8]([O:10][CH3:11])[C:7]([O:12][CH3:13])=[CH:6][C:5]=1[N+:14]([O-:16])=[O:15])=[O:17])[C:21]([O:23][CH2:39][C:40]#[N:41])=[O:22])([CH3:30])([CH3:29])[CH3:28]. The yield is 0.980.